Dataset: Full USPTO retrosynthesis dataset with 1.9M reactions from patents (1976-2016). Task: Predict the reactants needed to synthesize the given product. (1) The reactants are: [Br:1][C:2]1[N:7]=[C:6]([C@:8]([NH:17][S@@:18]([C:20]([CH3:23])([CH3:22])[CH3:21])=[O:19])([CH3:16])[C@@H:9]([F:15])[C:10](OCC)=[O:11])[C:5]([F:24])=[CH:4][CH:3]=1.C(O)C.[BH4-].[Li+].[NH4+].[Cl-]. Given the product [Br:1][C:2]1[N:7]=[C:6]([C@@:8]([NH:17][S@@:18]([C:20]([CH3:23])([CH3:22])[CH3:21])=[O:19])([C@@H:9]([F:15])[CH2:10][OH:11])[CH3:16])[C:5]([F:24])=[CH:4][CH:3]=1, predict the reactants needed to synthesize it. (2) Given the product [CH3:23][CH:24]1[CH2:29][N:28]([CH2:21][CH2:20][CH2:19][C:9]2[CH:10]=[C:11]([C:12]3[CH:17]=[CH:16][C:15]([CH3:18])=[CH:14][CH:13]=3)[N:7]([C:1]3[CH:6]=[CH:5][CH:4]=[CH:3][CH:2]=3)[N:8]=2)[CH2:27][CH2:26][N:25]1[C:30]1[CH:31]=[C:32]([CH3:36])[CH:33]=[CH:34][CH:35]=1, predict the reactants needed to synthesize it. The reactants are: [C:1]1([N:7]2[C:11]([C:12]3[CH:17]=[CH:16][C:15]([CH3:18])=[CH:14][CH:13]=3)=[CH:10][C:9]([CH2:19][CH2:20][CH:21]=O)=[N:8]2)[CH:6]=[CH:5][CH:4]=[CH:3][CH:2]=1.[CH3:23][CH:24]1[CH2:29][NH:28][CH2:27][CH2:26][N:25]1[C:30]1[CH:31]=[C:32]([CH3:36])[CH:33]=[CH:34][CH:35]=1.CCN(C(C)C)C(C)C.[BH-](OC(C)=O)(OC(C)=O)OC(C)=O.[Na+].